Predict the product of the given reaction. From a dataset of Forward reaction prediction with 1.9M reactions from USPTO patents (1976-2016). (1) Given the reactants [F:1][CH:2]([C:8]([CH3:10])=[O:9])[C:3](OCC)=[O:4].C(O)C.[CH3:14][NH:15][CH3:16], predict the reaction product. The product is: [F:1][CH:2]([C:8](=[O:9])[CH3:10])[C:3]([N:15]([CH3:16])[CH3:14])=[O:4]. (2) Given the reactants C([N:8]1[CH2:12][C@@H:11]([CH2:13][C:14]2[CH:19]=[CH:18][CH:17]=[C:16]([Br:20])[CH:15]=2)[C@H:10]([CH2:21][N:22]([CH:35]2[CH2:37][CH2:36]2)[S:23]([C:26]2[CH:31]=[CH:30][CH:29]=[CH:28][C:27]=2[N+:32]([O-:34])=[O:33])(=[O:25])=[O:24])[CH2:9]1)C1C=CC=CC=1.ClC(OC(Cl)C)=O, predict the reaction product. The product is: [Br:20][C:16]1[CH:15]=[C:14]([CH:19]=[CH:18][CH:17]=1)[CH2:13][C@@H:11]1[CH2:12][NH:8][CH2:9][C@H:10]1[CH2:21][N:22]([CH:35]1[CH2:36][CH2:37]1)[S:23]([C:26]1[CH:31]=[CH:30][CH:29]=[CH:28][C:27]=1[N+:32]([O-:34])=[O:33])(=[O:25])=[O:24]. (3) Given the reactants Cl[C:2]1[N:3]=[N:4][C:5]([C:8]2[S:12][N:11]=[C:10]([CH3:13])[N:9]=2)=[CH:6][CH:7]=1.FC(F)(F)C(O)=O.[NH:21]1[CH2:26][CH2:25][C:24]2([C:34]3[C:29](=[CH:30][CH:31]=[CH:32][CH:33]=3)[CH:28]=[CH:27]2)[CH2:23][CH2:22]1.C(=O)([O-])[O-].[K+].[K+], predict the reaction product. The product is: [CH3:13][C:10]1[N:9]=[C:8]([C:5]2[N:4]=[N:3][C:2]([N:21]3[CH2:26][CH2:25][C:24]4([C:34]5[C:29](=[CH:30][CH:31]=[CH:32][CH:33]=5)[CH:28]=[CH:27]4)[CH2:23][CH2:22]3)=[CH:7][CH:6]=2)[S:12][N:11]=1.